Task: Predict the product of the given reaction.. Dataset: Forward reaction prediction with 1.9M reactions from USPTO patents (1976-2016) Given the reactants [F:1][C:2]([F:13])([F:12])[C:3]1[CH:11]=[CH:10][CH:9]=[CH:8][C:4]=1[C:5](Cl)=[O:6].[NH2:14][C:15]1[C:23]([C:24](=[O:32])[NH:25][C:26]2[CH:31]=[CH:30][CH:29]=[CH:28][N:27]=2)=[CH:22][CH:21]=[CH:20][C:16]=1[C:17](O)=[O:18].O, predict the reaction product. The product is: [O:18]=[C:17]1[O:6][C:5]([C:4]2[CH:8]=[CH:9][CH:10]=[CH:11][C:3]=2[C:2]([F:13])([F:12])[F:1])=[N:14][C:15]2[C:23]([C:24]([NH:25][C:26]3[CH:31]=[CH:30][CH:29]=[CH:28][N:27]=3)=[O:32])=[CH:22][CH:21]=[CH:20][C:16]1=2.